Task: Regression. Given two drug SMILES strings and cell line genomic features, predict the synergy score measuring deviation from expected non-interaction effect.. Dataset: NCI-60 drug combinations with 297,098 pairs across 59 cell lines (1) Drug 1: C1=CC=C(C(=C1)C(C2=CC=C(C=C2)Cl)C(Cl)Cl)Cl. Drug 2: C1=NC2=C(N=C(N=C2N1C3C(C(C(O3)CO)O)F)Cl)N. Cell line: TK-10. Synergy scores: CSS=-0.0445, Synergy_ZIP=-1.52, Synergy_Bliss=1.66, Synergy_Loewe=-7.50, Synergy_HSA=-0.961. (2) Drug 1: CC1=C(C(=CC=C1)Cl)NC(=O)C2=CN=C(S2)NC3=CC(=NC(=N3)C)N4CCN(CC4)CCO. Drug 2: CN(C(=O)NC(C=O)C(C(C(CO)O)O)O)N=O. Cell line: NCI/ADR-RES. Synergy scores: CSS=-0.0870, Synergy_ZIP=1.98, Synergy_Bliss=4.36, Synergy_Loewe=-3.90, Synergy_HSA=-0.656.